Dataset: Forward reaction prediction with 1.9M reactions from USPTO patents (1976-2016). Task: Predict the product of the given reaction. (1) The product is: [Cl:1][C:2]1[C:7](=[O:8])[N:6]([C:9]2[CH:10]=[C:11]([C:12]([N:14]3[CH2:36][CH2:35][C@H:16]([OH:17])[CH2:15]3)=[O:13])[CH:19]=[CH:20][C:21]=2[CH3:22])[CH:5]=[N:4][C:3]=1[O:23][CH2:24][C:25]1[CH:30]=[CH:29][C:28]([F:31])=[CH:27][C:26]=1[F:32]. Given the reactants [Cl:1][C:2]1[C:7](=[O:8])[N:6]([C:9]2[CH:10]=[C:11]([CH:19]=[CH:20][C:21]=2[CH3:22])[C:12]([NH:14][CH2:15][C:16](N)=[O:17])=[O:13])[CH:5]=[N:4][C:3]=1[O:23][CH2:24][C:25]1[CH:30]=[CH:29][C:28]([F:31])=[CH:27][C:26]=1[F:32].Cl.N[CH2:35][C:36](N)=O, predict the reaction product. (2) Given the reactants [Cl:1][C:2]1[CH:9]=[CH:8][C:5]([CH:6]=O)=[C:4](F)[CH:3]=1.[CH3:11][S:12]([N:15]1[CH2:20][CH2:19][NH:18][CH2:17][CH2:16]1)(=[O:14])=[O:13].[CH2:21]1[CH:25]2[CH2:26][NH:27][CH2:28][CH:24]2[CH2:23][N:22]1[C:29]([O:31]C(C)(C)C)=[O:30].[CH2:36]1[C:41](=[O:42])[N:40](OC(O[N:40]2[C:41](=[O:42])[CH2:36][CH2:37][C:38]2=[O:39])=O)[C:38](=[O:39])[CH2:37]1, predict the reaction product. The product is: [Cl:1][C:2]1[CH:9]=[CH:8][C:5]([CH2:6][N:27]2[CH2:28][CH:24]3[CH2:23][N:22]([C:29]([O:31][N:40]4[C:41](=[O:42])[CH2:36][CH2:37][C:38]4=[O:39])=[O:30])[CH2:21][CH:25]3[CH2:26]2)=[C:4]([N:18]2[CH2:19][CH2:20][N:15]([S:12]([CH3:11])(=[O:14])=[O:13])[CH2:16][CH2:17]2)[CH:3]=1. (3) Given the reactants Cl[C:2]1[CH:3]=[CH:4][C:5]2[N:6]([C:8]([C:11]3[CH:16]=[CH:15][N:14]=[CH:13][CH:12]=3)=[CH:9][N:10]=2)[N:7]=1.N12CCCN=C1CCCCC2.[C:28]([CH:32]1[CH2:37][CH2:36][CH:35]([NH2:38])[CH2:34][CH2:33]1)([CH3:31])([CH3:30])[CH3:29].O, predict the reaction product. The product is: [C:28]([CH:32]1[CH2:33][CH2:34][CH:35]([NH:38][C:2]2[CH:3]=[CH:4][C:5]3[N:6]([C:8]([C:11]4[CH:16]=[CH:15][N:14]=[CH:13][CH:12]=4)=[CH:9][N:10]=3)[N:7]=2)[CH2:36][CH2:37]1)([CH3:31])([CH3:29])[CH3:30]. (4) Given the reactants Cl[C:2]([C:4]1[C:5]([N:15]2[CH:19]=[CH:18][N:17]=[CH:16]2)=[N:6][C:7]([CH3:14])=[N:8][C:9]=1[C:10]([F:13])([F:12])[F:11])=[CH2:3].N12CCCN=C1CCCCC2.O, predict the reaction product. The product is: [C:2]([C:4]1[C:5]([N:15]2[CH:19]=[CH:18][N:17]=[CH:16]2)=[N:6][C:7]([CH3:14])=[N:8][C:9]=1[C:10]([F:11])([F:13])[F:12])#[CH:3]. (5) Given the reactants NC1C=C(OC)C=CC=1C(O)=O.COC([C@H]1C[C@H](N)CN1C(OC(C)(C)C)=O)=O.FC1C=CC(O)=C(B(O)O)C=1.[F:41][C:42]1[CH:43]=[CH:44][C:45]([OH:77])=[C:46]([C:48]2[N:57]=[C:56]([NH:58][C@@H:59]3[CH2:63][N:62](C(OC(C)(C)C)=O)[C@@H:61]([C:71](OC)=[O:72])[CH2:60]3)[C:55]3[C:50](=[CH:51][C:52]([O:75][CH3:76])=[CH:53][CH:54]=3)[N:49]=2)[CH:47]=1, predict the reaction product. The product is: [F:41][C:42]1[CH:43]=[CH:44][C:45]([OH:77])=[C:46]([C:48]2[N:57]=[C:56]([NH:58][C@H:59]3[CH2:60][C@H:61]([CH2:71][OH:72])[NH:62][CH2:63]3)[C:55]3[C:50](=[CH:51][C:52]([O:75][CH3:76])=[CH:53][CH:54]=3)[N:49]=2)[CH:47]=1. (6) Given the reactants [O:1]=[CH:2][C:3]1[CH:11]=[CH:10][C:8]([OH:9])=[C:5]([O:6][CH3:7])[CH:4]=1, predict the reaction product. The product is: [CH3:7][O:6][C:5]1[CH:4]=[C:3]([CH:2]=[O:1])[CH:11]=[C:10]([C:10]2[C:8]([OH:9])=[C:5]([O:6][CH3:7])[CH:4]=[C:3]([CH:2]=[O:1])[CH:11]=2)[C:8]=1[OH:9]. (7) Given the reactants [CH3:1][O:2][C:3]([C@H:5]1[C@H:10]([CH3:11])[O:9][C@@H:8]([CH3:12])[CH2:7][N:6]1[S:13][C:14]1[CH:19]=[CH:18][C:17]([O:20]CC2C=CC(F)=CC=2)=[CH:16][CH:15]=1)=[O:4], predict the reaction product. The product is: [CH3:1][O:2][C:3]([C@H:5]1[C@H:10]([CH3:11])[O:9][C@@H:8]([CH3:12])[CH2:7][N:6]1[S:13][C:14]1[CH:15]=[CH:16][C:17]([OH:20])=[CH:18][CH:19]=1)=[O:4]. (8) The product is: [CH3:31][O:33][C:2]1[CH:9]=[C:8]([O:10][CH2:11][C:12]2[S:16][C:15]([C:17]3[CH:22]=[CH:21][C:20]([C:23]([F:26])([F:25])[F:24])=[CH:19][CH:18]=3)=[N:14][C:13]=2[CH3:27])[CH:7]=[CH:6][C:3]=1[C:4]#[N:5]. Given the reactants F[C:2]1[CH:9]=[C:8]([O:10][CH2:11][C:12]2[S:16][C:15]([C:17]3[CH:22]=[CH:21][C:20]([C:23]([F:26])([F:25])[F:24])=[CH:19][CH:18]=3)=[N:14][C:13]=2[CH3:27])[CH:7]=[CH:6][C:3]=1[C:4]#[N:5].C[O-].[Na+].[C:31](OCC)(=[O:33])C, predict the reaction product. (9) Given the reactants [F:1][CH:2]([F:15])[O:3][C:4]1[CH:9]=[CH:8][C:7]([C:10]#[CH:11])=[CH:6][C:5]=1[CH2:12][CH2:13][F:14].CN(C=O)C.[Br:21][C:22]1[CH:27]=[C:26](I)[CH:25]=[CH:24][C:23]=1[F:29], predict the reaction product. The product is: [Br:21][C:22]1[CH:27]=[C:26]([C:11]#[C:10][C:7]2[CH:8]=[CH:9][C:4]([O:3][CH:2]([F:15])[F:1])=[C:5]([CH2:12][CH2:13][F:14])[CH:6]=2)[CH:25]=[CH:24][C:23]=1[F:29].